This data is from Reaction yield outcomes from USPTO patents with 853,638 reactions. The task is: Predict the reaction yield, written as a fraction of the theoretical maximum amount of product (1.0 means a 100% yield; for example, 0.34 means a 34% yield). The reactants are [N+:1]([C:4]1[CH:9]=[C:8]([O:10][C:11]([F:14])([F:13])[F:12])[C:7]([N:15]2[CH2:20][CH2:19][CH2:18][CH2:17][CH2:16]2)=[CH:6][C:5]=1[NH2:21])([O-])=O.S(S([O-])=O)([O-])=O.[Na+].[Na+].[CH:30](OC)(OC)OC.CN(C=O)C. The catalyst is C(O)(=O)C. The product is [N:15]1([C:7]2[C:8]([O:10][C:11]([F:14])([F:13])[F:12])=[CH:9][C:4]3[NH:1][CH:30]=[N:21][C:5]=3[CH:6]=2)[CH2:20][CH2:19][CH2:18][CH2:17][CH2:16]1. The yield is 0.710.